From a dataset of Forward reaction prediction with 1.9M reactions from USPTO patents (1976-2016). Predict the product of the given reaction. (1) Given the reactants [F:1][C:2]1[CH:7]=[CH:6][C:5]([C:8]2[CH:13]=[CH:12][N:11]=[CH:10][C:9]=2[N:14]([CH3:31])[C:15](=[O:30])[C:16]2[CH:21]=[C:20]([C:22]([F:25])([F:24])[F:23])[CH:19]=[C:18]([S:26][CH2:27][CH2:28]O)[CH:17]=2)=[C:4]([O:32][CH3:33])[CH:3]=1.C([N:36]([CH2:39][CH3:40])[CH2:37]C)C.CS(Cl)(=O)=O.C([O-])(O)=O.[Na+].N1CCC1.[NH4+].[Cl-], predict the reaction product. The product is: [N:36]1([CH2:28][CH2:27][S:26][C:18]2[CH:17]=[C:16]([CH:21]=[C:20]([C:22]([F:23])([F:25])[F:24])[CH:19]=2)[C:15]([N:14]([C:9]2[CH:10]=[N:11][CH:12]=[CH:13][C:8]=2[C:5]2[CH:6]=[CH:7][C:2]([F:1])=[CH:3][C:4]=2[O:32][CH3:33])[CH3:31])=[O:30])[CH2:37][CH2:40][CH2:39]1. (2) Given the reactants CN(C(ON1N=NC2C=CC=NC1=2)=[N+](C)C)C.F[P-](F)(F)(F)(F)F.[F:25][C:26]([F:44])([F:43])[C:27]1[CH:32]=[CH:31][CH:30]=[CH:29][C:28]=1[C:33]1[CH:34]=[CH:35][C:36]2[N:37]([C:39]([NH2:42])=[CH:40][N:41]=2)[N:38]=1.[OH:45][C:46]1[N:51]=[CH:50][N:49]=[C:48]([C:52](O)=[O:53])[CH:47]=1.N1C=CC=CC=1, predict the reaction product. The product is: [OH:45][C:46]1[N:51]=[CH:50][N:49]=[C:48]([C:52]([NH:42][C:39]2[N:37]3[N:38]=[C:33]([C:28]4[CH:29]=[CH:30][CH:31]=[CH:32][C:27]=4[C:26]([F:25])([F:43])[F:44])[CH:34]=[CH:35][C:36]3=[N:41][CH:40]=2)=[O:53])[CH:47]=1. (3) Given the reactants [CH3:1][O:2][C:3]1[CH:4]=[C:5]([CH:11]=[CH:12][C:13]([OH:15])=O)[CH:6]=[CH:7][C:8]=1[O:9][CH3:10].S(Cl)([Cl:18])=O, predict the reaction product. The product is: [CH3:1][O:2][C:3]1[CH:4]=[C:5](/[CH:11]=[CH:12]/[C:13]([Cl:18])=[O:15])[CH:6]=[CH:7][C:8]=1[O:9][CH3:10]. (4) The product is: [C:10]1([C@H:7]([OH:9])[CH3:8])[C:19]2[C:14](=[CH:15][CH:16]=[CH:17][CH:18]=2)[CH:13]=[CH:12][CH:11]=1. Given the reactants [OH-].[K+].CC(O)C.[C:7]([C:10]1[C:19]2[C:14](=[CH:15][CH:16]=[CH:17][CH:18]=2)[CH:13]=[CH:12][CH:11]=1)(=[O:9])[CH3:8].[H][H], predict the reaction product.